The task is: Predict the reactants needed to synthesize the given product.. This data is from Full USPTO retrosynthesis dataset with 1.9M reactions from patents (1976-2016). (1) Given the product [CH2:11]([O:18][CH2:19][CH2:20][CH2:21][CH2:22][CH2:23][CH2:24][CH2:25][CH2:26][CH2:27][CH2:28][CH2:29]/[CH:30]=[CH:31]\[CH2:32][CH2:33][CH2:34][CH:35]([C:36]([O:38][CH3:39])=[O:37])[C:4](=[O:6])[C:3]([O:9][CH3:10])=[O:8])[C:12]1[CH:17]=[CH:16][CH:15]=[CH:14][CH:13]=1, predict the reactants needed to synthesize it. The reactants are: [H-].[Na+].[C:3]([O:9][CH3:10])(=[O:8])[C:4]([O:6]C)=O.[CH2:11]([O:18][CH2:19][CH2:20][CH2:21][CH2:22][CH2:23][CH2:24][CH2:25][CH2:26][CH2:27][CH2:28][CH2:29]/[CH:30]=[CH:31]\[CH2:32][CH2:33][CH2:34][CH2:35][C:36]([O:38][CH3:39])=[O:37])[C:12]1[CH:17]=[CH:16][CH:15]=[CH:14][CH:13]=1.Cl. (2) Given the product [NH:12]1[C:13]2[C:9](=[CH:8][C:7]([O:6][C:5]3[CH:16]=[CH:17][CH:18]=[CH:19][C:4]=3[NH2:1])=[CH:15][CH:14]=2)[CH:10]=[N:11]1, predict the reactants needed to synthesize it. The reactants are: [N+:1]([C:4]1[CH:19]=[CH:18][CH:17]=[CH:16][C:5]=1[O:6][C:7]1[CH:8]=[C:9]2[C:13](=[CH:14][CH:15]=1)[NH:12][N:11]=[CH:10]2)([O-])=O. (3) Given the product [CH2:17]([N:13]1[CH2:14][CH2:15][N:10]([C:7]2[CH:6]=[CH:5][C:4]([N+:1]([O-:3])=[O:2])=[CH:9][CH:8]=2)[CH2:11][CH2:12]1)[CH2:18][CH:19]([CH3:21])[CH3:20], predict the reactants needed to synthesize it. The reactants are: [N+:1]([C:4]1[CH:9]=[CH:8][C:7]([N:10]2[CH2:15][CH2:14][NH:13][CH2:12][CH2:11]2)=[CH:6][CH:5]=1)([O-:3])=[O:2].[Na].[CH:17](=O)[CH2:18][CH:19]([CH3:21])[CH3:20].C([O-])(O)=O.[Na+]. (4) Given the product [C:16]([O:19][C@@H:20]([C@@H:24]([O:30][C:31](=[O:33])[CH3:32])[CH2:25][O:26][C:27](=[O:29])[CH3:28])[C:21]([O:23][C:4]1([N:7]=[O:8])[CH2:5][CH2:6][O:1][CH2:2][CH2:3]1)=[O:22])(=[O:18])[CH3:17], predict the reactants needed to synthesize it. The reactants are: [O:1]1[CH2:6][CH2:5][C:4](=[N:7][OH:8])[CH2:3][CH2:2]1.IC1C=CC=CC=1.[C:16]([O:19][C@@H:20]([C@@H:24]([O:30][C:31](=[O:33])[CH3:32])[CH2:25][O:26][C:27](=[O:29])[CH3:28])[C:21]([OH:23])=[O:22])(=[O:18])[CH3:17].[C:16]([O:19][C@@H:20]([C@@H:24]([O:30][C:31](=[O:33])[CH3:32])[CH2:25][O:26][C:27](=[O:29])[CH3:28])[C:21]([OH:23])=[O:22])(=[O:18])[CH3:17]. (5) Given the product [C:1]([O:5][C:6]([NH:8][C:9]1[CH:10]=[CH:11][C:12]([C:25]([C:26]#[N:27])=[CH2:28])=[C:13]([CH:24]=1)[CH2:14][N:15]([CH3:23])[C:16](=[O:22])[O:17][C:18]([CH3:19])([CH3:20])[CH3:21])=[O:7])([CH3:4])([CH3:2])[CH3:3], predict the reactants needed to synthesize it. The reactants are: [C:1]([O:5][C:6]([NH:8][C:9]1[CH:10]=[CH:11][C:12]([CH2:25][C:26]#[N:27])=[C:13]([CH:24]=1)[CH2:14][N:15]([CH3:23])[C:16](=[O:22])[O:17][C:18]([CH3:21])([CH3:20])[CH3:19])=[O:7])([CH3:4])([CH3:3])[CH3:2].[C:28](=O)([O-])[O-].[K+].[K+].C=O.C(N(CCOCCOC)CCOCCOC)COCCOC. (6) Given the product [CH3:1][CH:2]1[CH2:7][CH2:6][CH2:5][CH2:4][CH:3]1[C:8]([Cl:14])=[O:10], predict the reactants needed to synthesize it. The reactants are: [CH3:1][CH:2]1[CH2:7][CH2:6][CH2:5][CH2:4][CH:3]1[C:8]([OH:10])=O.C(Cl)(=O)C([Cl:14])=O. (7) Given the product [ClH:1].[Cl:1][C:2]1[C:27]([C:28]([F:29])([F:30])[F:31])=[CH:26][CH:25]=[CH:24][C:3]=1[CH2:4][N:5]([CH2:10][CH:11]([C:12]1[CH:17]=[CH:16][CH:15]=[CH:14][CH:13]=1)[C:18]1[CH:19]=[CH:20][CH:21]=[CH:22][CH:23]=1)[CH2:6][CH2:7][CH2:8][O:9][C:42]1[CH:41]=[CH:40][CH:39]=[C:38]([N:32]2[CH2:33][CH2:34][O:35][CH2:36][CH2:37]2)[CH:43]=1, predict the reactants needed to synthesize it. The reactants are: [Cl:1][C:2]1[C:27]([C:28]([F:31])([F:30])[F:29])=[CH:26][CH:25]=[CH:24][C:3]=1[CH2:4][N:5]([CH2:10][CH:11]([C:18]1[CH:23]=[CH:22][CH:21]=[CH:20][CH:19]=1)[C:12]1[CH:17]=[CH:16][CH:15]=[CH:14][CH:13]=1)[CH2:6][CH2:7][CH2:8][OH:9].[N:32]1([C:38]2[CH:39]=[C:40](O)[CH:41]=[CH:42][CH:43]=2)[CH2:37][CH2:36][O:35][CH2:34][CH2:33]1.C1(P(C2C=CC=CC=2)C2C=CC=CC=2)C=CC=CC=1.CC(OC(/N=N/C(OC(C)C)=O)=O)C. (8) Given the product [CH:1]1([O:7][N:9]2[C:13](=[O:14])[C:12]3[C:11](=[CH:18][CH:17]=[CH:16][CH:15]=3)[C:10]2=[O:19])[CH2:6][CH2:5][CH2:4][CH2:3][CH2:2]1, predict the reactants needed to synthesize it. The reactants are: [CH:1]1([OH:7])[CH2:6][CH2:5][CH2:4][CH2:3][CH2:2]1.O[N:9]1[C:13](=[O:14])[C:12]2=[CH:15][CH:16]=[CH:17][CH:18]=[C:11]2[C:10]1=[O:19].N(C(OC(C)(C)C)=O)=NC(OC(C)(C)C)=O.